From a dataset of Full USPTO retrosynthesis dataset with 1.9M reactions from patents (1976-2016). Predict the reactants needed to synthesize the given product. (1) Given the product [CH3:2][S:3]([O:6][C:7]1[C:20](=[O:21])[N:11]2[CH2:12][CH:13]3[CH2:18][CH2:17][C:16]([NH:19][C:46](=[O:47])[C:45]([N:44]([CH3:50])[CH3:43])=[O:49])([C:10]2=[N:9][C:8]=1[C:22](=[O:32])[NH:23][CH2:24][C:25]1[CH:30]=[CH:29][C:28]([F:31])=[CH:27][CH:26]=1)[CH2:15][CH2:14]3)(=[O:4])=[O:5], predict the reactants needed to synthesize it. The reactants are: Cl.[CH3:2][S:3]([O:6][C:7]1[C:20](=[O:21])[N:11]2[CH2:12][CH:13]3[CH2:18][CH2:17][C:16]([NH2:19])([C:10]2=[N:9][C:8]=1[C:22](=[O:32])[NH:23][CH2:24][C:25]1[CH:30]=[CH:29][C:28]([F:31])=[CH:27][CH:26]=1)[CH2:15][CH2:14]3)(=[O:5])=[O:4].C1C=NC2N(O)N=NC=2C=1.[CH3:43][N:44]([CH3:50])[C:45](=[O:49])[C:46](O)=[O:47].C(N(CC)CC)C.C(Cl)CCl. (2) Given the product [Br:29][C:24]1[C:25]([CH3:28])=[N:26][O:27][C:23]=1[NH:22][S:2]([C:5]1[CH:9]=[CH:8][S:7][C:6]=1[CH2:10]/[CH:11]=[CH:12]/[C:13]1[CH:18]=[CH:17][C:16]2[O:19][CH2:20][O:21][C:15]=2[CH:14]=1)(=[O:4])=[O:3], predict the reactants needed to synthesize it. The reactants are: Cl[S:2]([C:5]1[CH:9]=[CH:8][S:7][C:6]=1[CH2:10]/[CH:11]=[CH:12]/[C:13]1[CH:18]=[CH:17][C:16]2[O:19][CH2:20][O:21][C:15]=2[CH:14]=1)(=[O:4])=[O:3].[NH2:22][C:23]1[O:27][N:26]=[C:25]([CH3:28])[C:24]=1[Br:29].